Dataset: Peptide-MHC class II binding affinity with 134,281 pairs from IEDB. Task: Regression. Given a peptide amino acid sequence and an MHC pseudo amino acid sequence, predict their binding affinity value. This is MHC class II binding data. (1) The peptide sequence is SNKAFAEGLSGEPKG. The MHC is HLA-DQA10101-DQB10501 with pseudo-sequence HLA-DQA10101-DQB10501. The binding affinity (normalized) is 0.0579. (2) The binding affinity (normalized) is 0.452. The peptide sequence is LEKISNEIKIVATPD. The MHC is DRB4_0101 with pseudo-sequence DRB4_0103. (3) The MHC is H-2-IEd with pseudo-sequence H-2-IEd. The peptide sequence is AMRVTKDTNDNNLYK. The binding affinity (normalized) is 0.0224. (4) The peptide sequence is GGRLAFQEFMIVPCE. The MHC is HLA-DQA10104-DQB10503 with pseudo-sequence HLA-DQA10104-DQB10503. The binding affinity (normalized) is 0.214. (5) The peptide sequence is SLSELTDALRTLGST. The MHC is HLA-DQA10101-DQB10501 with pseudo-sequence HLA-DQA10101-DQB10501. The binding affinity (normalized) is 0.0113.